From a dataset of Full USPTO retrosynthesis dataset with 1.9M reactions from patents (1976-2016). Predict the reactants needed to synthesize the given product. (1) Given the product [CH3:16][O:15][N:14]=[C:12]1[CH2:11][C@@H:10]([C:17]2[N:21]=[C:20]([CH2:22][N:23]3[CH2:24][CH2:25][NH:26][CH2:27][CH2:28]3)[O:19][N:18]=2)[N:9]([C:7]([C:4]2[CH:5]=[CH:6][C:1]([C:36]3[CH:41]=[CH:40][CH:39]=[CH:38][CH:37]=3)=[CH:2][CH:3]=2)=[O:8])[CH2:13]1, predict the reactants needed to synthesize it. The reactants are: [C:1]1([C:36]2[CH:41]=[CH:40][CH:39]=[CH:38][CH:37]=2)[CH:6]=[CH:5][C:4]([C:7]([N:9]2[CH2:13][C:12](=[N:14][O:15][CH3:16])[CH2:11][C@H:10]2[C:17]2[N:21]=[C:20]([CH2:22][N:23]3[CH2:28][CH2:27][N:26](C(OC(C)(C)C)=O)[CH2:25][CH2:24]3)[O:19][N:18]=2)=[O:8])=[CH:3][CH:2]=1.C(O)(C(F)(F)F)=O.C(Cl)Cl.C(=O)([O-])[O-].[Na+].[Na+]. (2) Given the product [CH2:1]([O:3][C:4](=[O:21])[CH2:5][CH:6]1[CH2:13][CH:12]2[CH:8]([CH2:9][C:10](=[O:14])[CH2:11]2)[CH2:7]1)[CH3:2], predict the reactants needed to synthesize it. The reactants are: [CH2:1]([O:3][C:4](=[O:21])[CH2:5][CH:6]1[CH2:13][CH:12]2[CH:8]([CH2:9][C:10]3(OCC(C)(C)C[O:14]3)[CH2:11]2)[CH2:7]1)[CH3:2].O.C1(C)C=CC(S(O)(=O)=O)=CC=1.CCOC(C)=O. (3) Given the product [O:1]1[C:5]2[CH:6]=[CH:7][C:8]([CH2:10][NH:11][C:12](=[O:45])[CH:13]([N:20]3[CH2:26][CH2:25][CH2:24][C:23]4[CH:27]=[C:28]([O:32][CH3:33])[C:29]([O:31][CH2:47][CH:48]([F:50])[F:49])=[CH:30][C:22]=4[CH:21]3[CH2:34][C:35]3[CH:40]=[CH:39][C:38]([O:41][CH3:42])=[C:37]([O:43][CH3:44])[CH:36]=3)[C:14]3[CH:19]=[CH:18][CH:17]=[CH:16][CH:15]=3)=[CH:9][C:4]=2[O:3][CH2:2]1, predict the reactants needed to synthesize it. The reactants are: [O:1]1[C:5]2[CH:6]=[CH:7][C:8]([CH2:10][NH:11][C:12](=[O:45])[CH:13]([N:20]3[CH2:26][CH2:25][CH2:24][C:23]4[CH:27]=[C:28]([O:32][CH3:33])[C:29]([OH:31])=[CH:30][C:22]=4[CH:21]3[CH2:34][C:35]3[CH:40]=[CH:39][C:38]([O:41][CH3:42])=[C:37]([O:43][CH3:44])[CH:36]=3)[C:14]3[CH:19]=[CH:18][CH:17]=[CH:16][CH:15]=3)=[CH:9][C:4]=2[O:3][CH2:2]1.Br[CH2:47][CH:48]([F:50])[F:49]. (4) The reactants are: [O:1]1[C:5]2[CH:6]=[CH:7][C:8]([C:10]3[C:11]4[C:25](=[O:26])[O:24][C:23](=[O:27])[C:12]=4[CH:13]=[C:14]4[C:22]=3[C:18]3[O:19][CH2:20][O:21][C:17]=3[CH:16]=[CH:15]4)=[CH:9][C:4]=2[O:3][CH2:2]1.[CH3:28][OH:29].[CH3:30][Si](C=[N+]=[N-])(C)C. Given the product [CH3:28][O:29][C:23]([C:12]1[CH:13]=[C:14]2[C:22](=[C:10]([C:8]3[CH:7]=[CH:6][C:5]4[O:1][CH2:2][O:3][C:4]=4[CH:9]=3)[C:11]=1[C:25]([O:24][CH3:30])=[O:26])[C:18]1[O:19][CH2:20][O:21][C:17]=1[CH:16]=[CH:15]2)=[O:27], predict the reactants needed to synthesize it.